The task is: Predict the product of the given reaction.. This data is from Forward reaction prediction with 1.9M reactions from USPTO patents (1976-2016). (1) Given the reactants N=C=N.[CH3:4][N:5]([C:9]1[S:13][CH:12]=[N:11][CH:10]=1)[CH2:6][CH2:7][NH2:8].[Cl:14][C:15]1[CH:16]=[C:17]([C:21]#[C:22][C:23](O)=[O:24])[CH:18]=[CH:19][CH:20]=1, predict the reaction product. The product is: [Cl:14][C:15]1[CH:16]=[C:17]([C:21]#[C:22][C:23]([NH:8][CH2:7][CH2:6][N:5]([CH3:4])[C:9]2[S:13][CH:12]=[N:11][CH:10]=2)=[O:24])[CH:18]=[CH:19][CH:20]=1. (2) The product is: [F:17][C:18]([F:29])([F:28])[C:19]1[CH:24]=[C:23]([CH:22]=[CH:21][CH:20]=1)[O:1][C:2]1[CH:3]=[CH:4][C:5]([CH2:8][NH:9][C:10](=[O:16])[O:11][C:12]([CH3:13])([CH3:15])[CH3:14])=[CH:6][CH:7]=1. Given the reactants [OH:1][C:2]1[CH:7]=[CH:6][C:5]([CH2:8][NH:9][C:10](=[O:16])[O:11][C:12]([CH3:15])([CH3:14])[CH3:13])=[CH:4][CH:3]=1.[F:17][C:18]([F:29])([F:28])[C:19]1[CH:20]=[C:21](B(O)O)[CH:22]=[CH:23][CH:24]=1.C(N(CC)CC)C, predict the reaction product. (3) Given the reactants [CH3:1][O:2][C:3]1[CH:8]=[CH:7][N:6]=[C:5]([C:9]2[CH:16]=[CH:15][C:12]([CH:13]=O)=[CH:11][CH:10]=2)[N:4]=1.N1(C2C=C[C:25]([CH:26]=[O:27])=CC=2)C=CC=N1, predict the reaction product. The product is: [CH3:1][O:2][C:3]1[CH:8]=[CH:7][N:6]=[C:5]([C:9]2[CH:16]=[CH:15][C:12]([CH:13]=[CH:25][CH:26]=[O:27])=[CH:11][CH:10]=2)[N:4]=1. (4) Given the reactants [C:1]([O:7][CH2:8][C@H:9]([C:15]1[C:24]([CH3:25])=[CH:23][C:18]2[N:19]=[C:20](Br)[S:21][C:17]=2[C:16]=1[C:26]1[CH:31]=[CH:30][C:29]([Cl:32])=[CH:28][CH:27]=1)[O:10][C:11]([CH3:14])([CH3:13])[CH3:12])(=[O:6])[C:2]([CH3:5])([CH3:4])[CH3:3].[CH3:33][N:34]1[C:42]2[C:37](=[CH:38][C:39]([N:43]3[CH:48]=[CH:47][CH:46]=[C:45](B(O)O)[C:44]3=[O:52])=[CH:40][CH:41]=2)[CH:36]=[N:35]1.C([O-])([O-])=O.[K+].[K+], predict the reaction product. The product is: [C:1]([O:7][CH2:8][C@@H:9]([O:10][C:11]([CH3:14])([CH3:13])[CH3:12])[C:15]1[C:24]([CH3:25])=[CH:23][C:18]2[N:19]=[C:20]([C:45]3[C:44](=[O:52])[N:43]([C:39]4[CH:38]=[C:37]5[C:42](=[CH:41][CH:40]=4)[N:34]([CH3:33])[N:35]=[CH:36]5)[CH:48]=[CH:47][CH:46]=3)[S:21][C:17]=2[C:16]=1[C:26]1[CH:31]=[CH:30][C:29]([Cl:32])=[CH:28][CH:27]=1)(=[O:6])[C:2]([CH3:5])([CH3:4])[CH3:3]. (5) Given the reactants [N:1]1[C:10]2[C:5](=[CH:6][C:7]([C:11]3([C:14]4[N:18]5[CH:19]=[C:20]([C:23]6[CH:27]=[CH:26][N:25]([CH2:28][C:29]([O:31]C(C)(C)C)=O)[N:24]=6)[CH:21]=[N:22][C:17]5=[N:16][CH:15]=4)[CH2:13][CH2:12]3)=[CH:8][CH:9]=2)[CH:4]=[CH:3][CH:2]=1.[CH3:36][NH:37][CH3:38].F[P-](F)(F)(F)(F)F.N1(O[P+](N(C)C)(N(C)C)N(C)C)C2C=CC=CC=2N=N1.C(N(CC)C(C)C)(C)C, predict the reaction product. The product is: [CH3:36][N:37]([CH3:38])[C:29](=[O:31])[CH2:28][N:25]1[CH:26]=[CH:27][C:23]([C:20]2[CH:21]=[N:22][C:17]3[N:18]([C:14]([C:11]4([C:7]5[CH:6]=[C:5]6[C:10](=[CH:9][CH:8]=5)[N:1]=[CH:2][CH:3]=[CH:4]6)[CH2:13][CH2:12]4)=[CH:15][N:16]=3)[CH:19]=2)=[N:24]1. (6) Given the reactants Br[C:2]1[CH:8]=[C:7]([F:9])[C:5]([NH2:6])=[C:4]([F:10])[CH:3]=1.[Cl:11][C:12]1[CH:13]=[C:14](B(O)O)[CH:15]=[C:16]([O:18][CH3:19])[CH:17]=1, predict the reaction product. The product is: [Cl:11][C:12]1[CH:13]=[C:14]([C:2]2[CH:8]=[C:7]([F:9])[C:5]([NH2:6])=[C:4]([F:10])[CH:3]=2)[CH:15]=[C:16]([O:18][CH3:19])[CH:17]=1. (7) Given the reactants [Si]([O:8][C@H:9]([C:25]1[CH:30]=[CH:29][C:28]([OH:31])=[C:27]([CH2:32][OH:33])[CH:26]=1)[CH2:10][NH:11][C@H:12]([CH3:24])[CH2:13][C:14]1[CH:15]=[C:16](CC(O)=O)[CH:17]=[CH:18][CH:19]=1)(C(C)(C)C)(C)C.Cl.CN(C)CCCN=C=NCC.O.O[C:48]1[C:56]2N=NN[C:52]=2[CH:51]=[CH:50][CH:49]=1.C([N:59]([CH2:62][CH3:63])[CH2:60][CH3:61])C.C[O:65]C1C=CC=C(OC)C=1CN, predict the reaction product. The product is: [NH3:11].[OH:8][C@H:9]([C:25]1[CH:30]=[CH:29][C:28]([OH:31])=[C:27]([CH2:32][OH:33])[CH:26]=1)[CH2:10][NH:11][C@H:12]([CH3:24])[CH2:13][C:14]1[CH:19]=[CH:18][C:17]([CH2:63][C:62]([NH:59][CH2:60][CH2:61][C:48]2[CH:56]=[CH:52][CH:51]=[CH:50][CH:49]=2)=[O:65])=[CH:16][CH:15]=1.